Dataset: Reaction yield outcomes from USPTO patents with 853,638 reactions. Task: Predict the reaction yield, written as a fraction of the theoretical maximum amount of product (1.0 means a 100% yield; for example, 0.34 means a 34% yield). The reactants are [CH2:1]([O:8][CH2:9][C@@H:10]1[CH2:14][C@@H:13]([S:15][C:16]([C:29]2[CH:34]=[CH:33][CH:32]=[CH:31][CH:30]=2)([C:23]2[CH:28]=[CH:27][CH:26]=[CH:25][CH:24]=2)[C:17]2[CH:22]=[CH:21][CH:20]=[CH:19][CH:18]=2)[CH2:12][NH:11]1)[C:2]1[CH:7]=[CH:6][CH:5]=[CH:4][CH:3]=1.C[Si]([N:39]=[C:40]=[O:41])(C)C. The catalyst is C(Cl)Cl.CN(C1C=CN=CC=1)C. The product is [CH2:1]([O:8][CH2:9][C@@H:10]1[CH2:14][C@@H:13]([S:15][C:16]([C:29]2[CH:34]=[CH:33][CH:32]=[CH:31][CH:30]=2)([C:23]2[CH:24]=[CH:25][CH:26]=[CH:27][CH:28]=2)[C:17]2[CH:18]=[CH:19][CH:20]=[CH:21][CH:22]=2)[CH2:12][N:11]1[C:40]([NH2:39])=[O:41])[C:2]1[CH:3]=[CH:4][CH:5]=[CH:6][CH:7]=1. The yield is 0.470.